From a dataset of Full USPTO retrosynthesis dataset with 1.9M reactions from patents (1976-2016). Predict the reactants needed to synthesize the given product. (1) The reactants are: Br[C:2]1[CH:7]=[CH:6][C:5]([C@@H:8]2[C@@H:10]([C:11]3[CH:16]=[CH:15][CH:14]=[CH:13][CH:12]=3)[C@H:9]2[C:17]([O:19][CH3:20])=[O:18])=[CH:4][CH:3]=1.[F-].[Cs+].[N:23]1[CH:28]=[C:27](B(O)O)[CH:26]=[N:25][CH:24]=1. Given the product [CH3:20][O:19][C:17]([C@H:9]1[C@H:8]([C:5]2[CH:6]=[CH:7][C:2]([C:27]3[CH:28]=[N:23][CH:24]=[N:25][CH:26]=3)=[CH:3][CH:4]=2)[C@H:10]1[C:11]1[CH:16]=[CH:15][CH:14]=[CH:13][CH:12]=1)=[O:18], predict the reactants needed to synthesize it. (2) Given the product [CH:36]1([NH:41][CH2:7][CH2:8][CH2:9][S:10]([N:13]2[CH2:18][CH2:17][CH:16]([C:19]3[C:27]4[C:22](=[C:23]([C:33]([NH2:35])=[O:34])[CH:24]=[C:25]([C:28]5[S:29][CH:30]=[CH:31][CH:32]=5)[CH:26]=4)[NH:21][CH:20]=3)[CH2:15][CH2:14]2)(=[O:12])=[O:11])[CH2:40][CH2:39][CH2:38][CH2:37]1, predict the reactants needed to synthesize it. The reactants are: NS(N)(=O)=O.Cl[CH2:7][CH2:8][CH2:9][S:10]([N:13]1[CH2:18][CH2:17][CH:16]([C:19]2[C:27]3[C:22](=[C:23]([C:33]([NH2:35])=[O:34])[CH:24]=[C:25]([C:28]4[S:29][CH:30]=[CH:31][CH:32]=4)[CH:26]=3)[NH:21][CH:20]=2)[CH2:15][CH2:14]1)(=[O:12])=[O:11].[CH:36]1([NH2:41])[CH2:40][CH2:39][CH2:38][CH2:37]1.C([O-])([O-])=O.[K+].[K+].[Na+].[I-]. (3) Given the product [C:24]([S:27](/[N:29]=[CH:21]/[C:19]1[CH:18]=[C:4]([CH:3]=[C:2]([Cl:1])[CH:20]=1)[CH2:5][O:6][C:7]1[CH:12]=[CH:11][CH:10]=[CH:9][C:8]=1[CH2:13][C:14]([O:16][CH3:17])=[O:15])=[O:28])([CH3:26])([CH3:25])[CH3:23], predict the reactants needed to synthesize it. The reactants are: [Cl:1][C:2]1[CH:3]=[C:4]([CH:18]=[C:19]([CH:21]=O)[CH:20]=1)[CH2:5][O:6][C:7]1[CH:12]=[CH:11][CH:10]=[CH:9][C:8]=1[CH2:13][C:14]([O:16][CH3:17])=[O:15].[CH3:23][C:24]([S:27]([NH2:29])=[O:28])([CH3:26])[CH3:25]. (4) Given the product [OH:37][CH2:36][C:17]1[C:18]([N:22]2[C:34](=[O:35])[C:33]3[S:32][C:31]4[CH2:30][CH2:29][CH2:28][CH2:27][C:26]=4[C:25]=3[CH:24]=[N:23]2)=[N:19][CH:20]=[CH:21][C:16]=1[C:4]1[CH:5]=[C:6]([NH:9][C:10]2[CH:15]=[CH:14][CH:13]=[CH:12][N:11]=2)[C:7](=[O:8])[N:2]([CH3:1])[CH:3]=1, predict the reactants needed to synthesize it. The reactants are: [CH3:1][N:2]1[C:7](=[O:8])[C:6]([NH:9][C:10]2[CH:15]=[CH:14][CH:13]=[CH:12][N:11]=2)=[CH:5][C:4]([C:16]2[CH:21]=[CH:20][N:19]=[C:18]([N:22]3[C:34](=[O:35])[C:33]4[S:32][C:31]5[CH2:30][CH2:29][CH2:28][CH2:27][C:26]=5[C:25]=4[CH:24]=[N:23]3)[C:17]=2[CH:36]=[O:37])=[CH:3]1.[BH4-].[Na+]. (5) Given the product [CH:10]([C:8]1[C:7]([O:13][CH3:14])=[CH:6][C:5]([O:15][CH3:16])=[C:4]([CH:9]=1)[C:3]([OH:17])=[O:2])([CH3:12])[CH3:11], predict the reactants needed to synthesize it. The reactants are: C[O:2][C:3](=[O:17])[C:4]1[CH:9]=[C:8]([CH:10]([CH3:12])[CH3:11])[C:7]([O:13][CH3:14])=[CH:6][C:5]=1[O:15][CH3:16].[OH-].[Na+].Cl.